From a dataset of Catalyst prediction with 721,799 reactions and 888 catalyst types from USPTO. Predict which catalyst facilitates the given reaction. (1) Reactant: [F:1][C:2]1[CH:7]=[CH:6][C:5]([NH:8][CH2:9][CH:10]([CH3:12])[CH3:11])=[CH:4][CH:3]=1.N1C=CC=CC=1.[Cl:19][C:20]1[N:25]=[CH:24][C:23]([S:26](Cl)(=[O:28])=[O:27])=[CH:22][CH:21]=1.C([O-])(O)=O.[Na+]. Product: [F:1][C:2]1[CH:7]=[CH:6][C:5]([N:8]([CH2:9][CH:10]([CH3:12])[CH3:11])[S:26]([C:23]2[CH:24]=[N:25][C:20]([Cl:19])=[CH:21][CH:22]=2)(=[O:28])=[O:27])=[CH:4][CH:3]=1. The catalyst class is: 34. (2) Reactant: [Cl:1][C:2]1[C:7]([O:8][CH3:9])=[CH:6][C:5]([O:10][CH3:11])=[C:4]([Cl:12])[C:3]=1[C:13]1[C:26](=[O:27])[N:25]([CH2:28][CH2:29][C:30]2[CH:35]=[CH:34][C:33]([NH:36][C:37](=[O:43])[O:38][C:39]([CH3:42])([CH3:41])[CH3:40])=[CH:32][CH:31]=2)[C:16]2[N:17]=[C:18](S(C)(=O)=O)[N:19]=[CH:20][C:15]=2[CH:14]=1.Cl.[CH3:45][NH2:46]. Product: [Cl:1][C:2]1[C:7]([O:8][CH3:9])=[CH:6][C:5]([O:10][CH3:11])=[C:4]([Cl:12])[C:3]=1[C:13]1[C:26](=[O:27])[N:25]([CH2:28][CH2:29][C:30]2[CH:35]=[CH:34][C:33]([NH:36][C:37](=[O:43])[O:38][C:39]([CH3:42])([CH3:41])[CH3:40])=[CH:32][CH:31]=2)[C:16]2[N:17]=[C:18]([NH:46][CH3:45])[N:19]=[CH:20][C:15]=2[CH:14]=1. The catalyst class is: 58. (3) Reactant: [C:1]1([CH2:7][CH2:8][C:9]([N:11]2[CH2:16][CH2:15][CH:14]([CH2:17][N:18]3[C:26]4[C:21](=[CH:22][C:23]([C:27]5[CH:28]=[N:29][N:30](C6CCCCO6)[CH:31]=5)=[CH:24][CH:25]=4)[CH:20]=[N:19]3)[CH2:13][CH2:12]2)=[O:10])[CH:6]=[CH:5][CH:4]=[CH:3][CH:2]=1.C1(C)C=CC(S(O)(=O)=O)=CC=1.C(OCC)(=O)C. Product: [NH:29]1[CH:28]=[C:27]([C:23]2[CH:22]=[C:21]3[C:26](=[CH:25][CH:24]=2)[N:18]([CH2:17][CH:14]2[CH2:15][CH2:16][N:11]([C:9](=[O:10])[CH2:8][CH2:7][C:1]4[CH:2]=[CH:3][CH:4]=[CH:5][CH:6]=4)[CH2:12][CH2:13]2)[N:19]=[CH:20]3)[CH:31]=[N:30]1. The catalyst class is: 5. (4) Reactant: C(=O)([O-])[O-].[K+].[K+].[F:7][C:8]1[CH:13]=[CH:12][C:11]([CH:14]([N+:25]#[C-:26])S(C2C=CC(C)=CC=2)(=O)=O)=[CH:10][CH:9]=1.[O:27]=[C:28]([CH3:42])/[CH:29]=[N:30]/[CH:31]1[CH2:34][N:33]([C:35]([O:37][C:38]([CH3:41])([CH3:40])[CH3:39])=[O:36])[CH2:32]1. Product: [C:28]([C:29]1[N:30]([CH:31]2[CH2:34][N:33]([C:35]([O:37][C:38]([CH3:41])([CH3:40])[CH3:39])=[O:36])[CH2:32]2)[CH:26]=[N:25][C:14]=1[C:11]1[CH:10]=[CH:9][C:8]([F:7])=[CH:13][CH:12]=1)(=[O:27])[CH3:42]. The catalyst class is: 3.